Dataset: Catalyst prediction with 721,799 reactions and 888 catalyst types from USPTO. Task: Predict which catalyst facilitates the given reaction. (1) Reactant: [CH3:1][O:2][C:3]1[CH:4]=[C:5]2[C:10](=[CH:11][C:12]=1[O:13][CH3:14])[N:9]=[CH:8][CH:7]=[C:6]2[O:15][C:16]1[C:22]([CH3:23])=[CH:21][C:19]([NH2:20])=[C:18]([CH3:24])[CH:17]=1.C(N(CC)CC)C.[C:32](Cl)(Cl)=[S:33].[NH2:36][CH2:37][CH2:38][CH2:39][N:40]1[CH2:45][CH2:44][CH2:43][CH2:42][CH:41]1[CH3:46]. Product: [CH3:1][O:2][C:3]1[CH:4]=[C:5]2[C:10](=[CH:11][C:12]=1[O:13][CH3:14])[N:9]=[CH:8][CH:7]=[C:6]2[O:15][C:16]1[C:22]([CH3:23])=[CH:21][C:19]([NH:20][C:32]([NH:36][CH2:37][CH2:38][CH2:39][N:40]2[CH2:45][CH2:44][CH2:43][CH2:42][CH:41]2[CH3:46])=[S:33])=[C:18]([CH3:24])[CH:17]=1. The catalyst class is: 42. (2) Reactant: [NH2:1][C:2]1[CH:3]=[CH:4][C:5]([Cl:18])=[C:6]([NH:8][C:9](=[O:17])[CH2:10][N:11]2[CH2:16][CH2:15][O:14][CH2:13][CH2:12]2)[CH:7]=1.[C:19]1([C:25]2[S:29][C:28]([C:30](O)=[O:31])=[CH:27][CH:26]=2)[CH:24]=[CH:23][CH:22]=[CH:21][CH:20]=1.F[P-](F)(F)(F)(F)F.N1(O[P+](N2CCCC2)(N2CCCC2)N2CCCC2)C2C=CC=CC=2N=N1.C(N(C(C)C)CC)(C)C. Product: [Cl:18][C:5]1[CH:4]=[CH:3][C:2]([NH:1][C:30]([C:28]2[S:29][C:25]([C:19]3[CH:20]=[CH:21][CH:22]=[CH:23][CH:24]=3)=[CH:26][CH:27]=2)=[O:31])=[CH:7][C:6]=1[NH:8][C:9](=[O:17])[CH2:10][N:11]1[CH2:12][CH2:13][O:14][CH2:15][CH2:16]1. The catalyst class is: 3. (3) Reactant: [Br:1][C:2]1[CH:3]=[C:4]([CH:21]=[C:22]([CH2:24]Br)[CH:23]=1)[CH2:5][O:6][C:7]1[CH:12]=[CH:11][CH:10]=[CH:9][C:8]=1[CH2:13][C:14]([O:16][C:17]([CH3:20])([CH3:19])[CH3:18])=[O:15].[C:26]1([P:32]([C:39]2[CH:44]=[CH:43][CH:42]=[CH:41][CH:40]=2)[C:33]2[CH:38]=[CH:37][CH:36]=[CH:35][CH:34]=2)[CH:31]=[CH:30][CH:29]=[CH:28][CH:27]=1. Product: [BrH:1].[Br:1][C:2]1[CH:3]=[C:4]([CH:21]=[C:22]([CH2:24][PH:32]([C:33]2[CH:34]=[CH:35][CH:36]=[CH:37][CH:38]=2)([C:39]2[CH:44]=[CH:43][CH:42]=[CH:41][CH:40]=2)[C:26]2[CH:27]=[CH:28][CH:29]=[CH:30][CH:31]=2)[CH:23]=1)[CH2:5][O:6][C:7]1[CH:12]=[CH:11][CH:10]=[CH:9][C:8]=1[CH2:13][C:14]([O:16][C:17]([CH3:20])([CH3:19])[CH3:18])=[O:15]. The catalyst class is: 11. (4) Product: [CH2:1]([O:8][C:9]1[C:14]([Cl:15])=[N:13][CH:12]=[C:11]([CH2:16][O:17][Si:22]([C:18]([CH3:21])([CH3:20])[CH3:19])([CH3:25])[CH3:24])[CH:10]=1)[C:2]1[CH:3]=[CH:4][CH:5]=[CH:6][CH:7]=1. The catalyst class is: 3. Reactant: [CH2:1]([O:8][C:9]1[CH:10]=[C:11]([CH2:16][OH:17])[CH:12]=[N:13][C:14]=1[Cl:15])[C:2]1[CH:7]=[CH:6][CH:5]=[CH:4][CH:3]=1.[C:18]([Si:22]([CH3:25])([CH3:24])Cl)([CH3:21])([CH3:20])[CH3:19].N1C=CN=C1.O. (5) Reactant: Cl.[Cl:2][C:3]1[C:4]([F:29])=[C:5]([CH:26]=[CH:27][CH:28]=1)[NH:6][C:7]1[C:16]2[C:11](=[CH:12][C:13]([O:24][CH3:25])=[C:14]([O:17][CH2:18][C@H:19]3[CH2:23][CH2:22][CH2:21][NH:20]3)[CH:15]=2)[N:10]=[CH:9][N:8]=1.[CH2:30]=O. Product: [Cl:2][C:3]1[C:4]([F:29])=[C:5]([CH:26]=[CH:27][CH:28]=1)[NH:6][C:7]1[C:16]2[C:11](=[CH:12][C:13]([O:24][CH3:25])=[C:14]([O:17][CH2:18][C@H:19]3[CH2:23][CH2:22][CH2:21][N:20]3[CH3:30])[CH:15]=2)[N:10]=[CH:9][N:8]=1. The catalyst class is: 106.